This data is from NCI-60 drug combinations with 297,098 pairs across 59 cell lines. The task is: Regression. Given two drug SMILES strings and cell line genomic features, predict the synergy score measuring deviation from expected non-interaction effect. (1) Drug 2: C1=NC(=NC(=O)N1C2C(C(C(O2)CO)O)O)N. Cell line: A549. Drug 1: C1=C(C(=O)NC(=O)N1)N(CCCl)CCCl. Synergy scores: CSS=13.4, Synergy_ZIP=-7.14, Synergy_Bliss=-2.47, Synergy_Loewe=-4.98, Synergy_HSA=-4.28. (2) Drug 1: CC1=C2C(C(=O)C3(C(CC4C(C3C(C(C2(C)C)(CC1OC(=O)C(C(C5=CC=CC=C5)NC(=O)OC(C)(C)C)O)O)OC(=O)C6=CC=CC=C6)(CO4)OC(=O)C)OC)C)OC. Drug 2: CCN(CC)CCNC(=O)C1=C(NC(=C1C)C=C2C3=C(C=CC(=C3)F)NC2=O)C. Cell line: OVCAR-8. Synergy scores: CSS=43.4, Synergy_ZIP=1.93, Synergy_Bliss=-3.69, Synergy_Loewe=-31.6, Synergy_HSA=-4.81. (3) Drug 1: C1=CC=C(C(=C1)C(C2=CC=C(C=C2)Cl)C(Cl)Cl)Cl. Drug 2: COCCOC1=C(C=C2C(=C1)C(=NC=N2)NC3=CC=CC(=C3)C#C)OCCOC.Cl. Cell line: SK-MEL-28. Synergy scores: CSS=-1.51, Synergy_ZIP=1.11, Synergy_Bliss=0.779, Synergy_Loewe=-1.48, Synergy_HSA=-1.30. (4) Drug 1: C1CN(CCN1C(=O)CCBr)C(=O)CCBr. Drug 2: C1CNP(=O)(OC1)N(CCCl)CCCl. Cell line: K-562. Synergy scores: CSS=38.6, Synergy_ZIP=-9.31, Synergy_Bliss=-7.09, Synergy_Loewe=-31.6, Synergy_HSA=-5.23.